The task is: Regression. Given a peptide amino acid sequence and an MHC pseudo amino acid sequence, predict their binding affinity value. This is MHC class II binding data.. This data is from Peptide-MHC class II binding affinity with 134,281 pairs from IEDB. (1) The peptide sequence is EKKYFAATQFMPLAA. The MHC is HLA-DPA10201-DPB10501 with pseudo-sequence HLA-DPA10201-DPB10501. The binding affinity (normalized) is 0.988. (2) The peptide sequence is AGDGDVVAVDIKEKG. The MHC is HLA-DQA10102-DQB10602 with pseudo-sequence HLA-DQA10102-DQB10602. The binding affinity (normalized) is 0.0666. (3) The peptide sequence is LDMIITAVNSLISDN. The MHC is DRB1_0802 with pseudo-sequence DRB1_0802. The binding affinity (normalized) is 0.180. (4) The peptide sequence is GPVTILNWSFVRNDQ. The MHC is HLA-DQA10301-DQB10302 with pseudo-sequence HLA-DQA10301-DQB10302. The binding affinity (normalized) is 0.402.